Dataset: Reaction yield outcomes from USPTO patents with 853,638 reactions. Task: Predict the reaction yield, written as a fraction of the theoretical maximum amount of product (1.0 means a 100% yield; for example, 0.34 means a 34% yield). (1) The reactants are [Cl:1][C:2]1[CH:3]=[C:4](B(O)O)[CH:5]=[CH:6][CH:7]=1.Br[C:12]1[CH:13]=[N:14][CH:15]=[CH:16][CH:17]=1.C(=O)([O-])[O-].[K+].[K+]. The catalyst is C1C=CC(P(C2C=CC=CC=2)C2C=CC=CC=2)=CC=1.C1C=CC(P(C2C=CC=CC=2)C2C=CC=CC=2)=CC=1.C1C=CC(P(C2C=CC=CC=2)C2C=CC=CC=2)=CC=1.C1C=CC(P(C2C=CC=CC=2)C2C=CC=CC=2)=CC=1.[Pd].O1CCCC1. The product is [Cl:1][C:2]1[CH:3]=[C:4]([C:12]2[CH:13]=[N:14][CH:15]=[CH:16][CH:17]=2)[CH:5]=[CH:6][CH:7]=1. The yield is 0.550. (2) The reactants are [C:1]([O:5][C:6]([NH:8][C@@H:9]([CH2:20][C:21]1[CH:26]=[CH:25][C:24](OS(C(F)(F)F)(=O)=O)=[CH:23][CH:22]=1)[C:10]([O:12][CH2:13][C:14]1[CH:19]=[CH:18][CH:17]=[CH:16][CH:15]=1)=[O:11])=[O:7])([CH3:4])([CH3:3])[CH3:2].C([O-])(=O)C.[K+].[CH3:55][C:50]1([CH3:56])[C:51]([CH3:54])([CH3:53])[O:52][B:48]([B:48]2[O:52][C:51]([CH3:54])([CH3:53])[C:50]([CH3:56])([CH3:55])[O:49]2)[O:49]1. The catalyst is CN(C=O)C.O.C1(P(C2CCCCC2)C2CCCCC2)CCCCC1. The product is [C:1]([O:5][C:6]([NH:8][C@@H:9]([CH2:20][C:21]1[CH:22]=[CH:23][C:24]([B:48]2[O:49][C:50]([CH3:55])([CH3:56])[C:51]([CH3:53])([CH3:54])[O:52]2)=[CH:25][CH:26]=1)[C:10]([O:12][CH2:13][C:14]1[CH:15]=[CH:16][CH:17]=[CH:18][CH:19]=1)=[O:11])=[O:7])([CH3:4])([CH3:2])[CH3:3]. The yield is 0.980.